From a dataset of Forward reaction prediction with 1.9M reactions from USPTO patents (1976-2016). Predict the product of the given reaction. (1) Given the reactants C=O.[C:3](O)(=[O:5])C.[N-:7]=[N+:8]=[N-:9].[Na+].[Cl:11][C:12]1[N:16]2[CH:17]=[C:18]([C:25]#[CH:26])[CH:19]=[C:20]([C:21]([F:24])([F:23])[F:22])[C:15]2=[N:14][C:13]=1[C:27]([O:29][CH3:30])=[O:28].O=C1O[C@H]([C@H](CO)O)C([O-])=C1O.[Na+], predict the reaction product. The product is: [Cl:11][C:12]1[N:16]2[CH:17]=[C:18]([C:25]3[CH:26]=[N:9][N:8]([CH2:3][OH:5])[N:7]=3)[CH:19]=[C:20]([C:21]([F:22])([F:24])[F:23])[C:15]2=[N:14][C:13]=1[C:27]([O:29][CH3:30])=[O:28]. (2) Given the reactants [CH3:1][O:2][C:3]1[C:4]([CH3:33])=[C:5]([C:24]([O:31][CH3:32])=[C:25]([O:29][CH3:30])[C:26]=1[O:27][CH3:28])[CH2:6][C:7]1[CH:15]=[CH:14][C:10]([C:11]([OH:13])=[O:12])=[C:9]([O:16][CH2:17][C:18]2[CH:23]=[CH:22][CH:21]=[CH:20][CH:19]=2)[CH:8]=1.[CH3:34][Si](C=[N+]=[N-])(C)C.C(O)(=O)C, predict the reaction product. The product is: [CH3:1][O:2][C:3]1[C:4]([CH3:33])=[C:5]([C:24]([O:31][CH3:32])=[C:25]([O:29][CH3:30])[C:26]=1[O:27][CH3:28])[CH2:6][C:7]1[CH:15]=[CH:14][C:10]([C:11]([O:13][CH3:34])=[O:12])=[C:9]([O:16][CH2:17][C:18]2[CH:23]=[CH:22][CH:21]=[CH:20][CH:19]=2)[CH:8]=1. (3) The product is: [C:10]([NH:13][CH2:14][C:15]1[CH:24]=[CH:23][C:18]([C:19]([O:21][CH3:22])=[O:20])=[CH:17][C:16]=1[N+:1]([O-:4])=[O:2])(=[O:12])[CH3:11]. Given the reactants [N+:1]([O-:4])(O)=[O:2].S(=O)(=O)(O)O.[C:10]([NH:13][CH2:14][C:15]1[CH:24]=[CH:23][C:18]([C:19]([O:21][CH3:22])=[O:20])=[CH:17][CH:16]=1)(=[O:12])[CH3:11], predict the reaction product. (4) Given the reactants [CH2:1]([O:3][C:4](=[O:23])[CH2:5][C:6]1[CH:11]=[C:10]([Cl:12])[CH:9]=[C:8]([O:13][C:14]2[CH:19]=[CH:18][C:17]([Br:20])=[CH:16][C:15]=2[CH2:21]Br)[CH:7]=1)[CH3:2].[O:24]1[CH2:28][C:27](=O)[N:26]=[C-:25]1.[H-].[Na+].[O:32]1CCOCC1, predict the reaction product. The product is: [CH2:1]([O:3][C:4](=[O:23])[CH2:5][C:6]1[CH:11]=[C:10]([Cl:12])[CH:9]=[C:8]([O:13][C:14]2[CH:19]=[CH:18][C:17]([Br:20])=[CH:16][C:15]=2[CH2:21][N:26]2[CH2:27][CH2:28][O:24][C:25]2=[O:32])[CH:7]=1)[CH3:2]. (5) Given the reactants [CH2:1]([O:3][C:4]1[C:8]([CH2:9][CH2:10][CH2:11][OH:12])=[CH:7][N:6]([C:13]2[CH:18]=[CH:17][C:16]([C:19]([F:22])([F:21])[F:20])=[CH:15][N:14]=2)[N:5]=1)[CH3:2].[F:23][C:24]1[C:29](O)=[CH:28][CH:27]=[CH:26][C:25]=1[CH2:31][C:32]([O:34]C)=[O:33].C(P(CCCC)CCCC)CCC.N(C(N1CCCCC1)=O)=NC(N1CCCCC1)=O, predict the reaction product. The product is: [CH2:1]([O:3][C:4]1[C:8]([CH2:9][CH2:10][CH2:11][O:12][C:29]2[C:24]([F:23])=[C:25]([CH2:31][C:32]([OH:34])=[O:33])[CH:26]=[CH:27][CH:28]=2)=[CH:7][N:6]([C:13]2[CH:18]=[CH:17][C:16]([C:19]([F:21])([F:20])[F:22])=[CH:15][N:14]=2)[N:5]=1)[CH3:2]. (6) Given the reactants Cl[S:2]([N:5]=[C:6]=[O:7])(=[O:4])=[O:3].C[C:9]([OH:12])([CH3:11])C.[CH2:13]([O:15][C:16](=[O:19])[CH2:17][NH2:18])[CH3:14].[CH3:20][CH2:21]N(CC)CC.Cl, predict the reaction product. The product is: [CH2:9]([O:12][C:6]([NH:5][S:2]([NH:18][CH2:17][C:16]([O:15][CH2:13][CH3:14])=[O:19])(=[O:4])=[O:3])=[O:7])[CH2:11][CH2:20][CH3:21]. (7) Given the reactants [ClH:1].[Cl:2][C:3]1[N:8]=[CH:7][C:6]([C:9]2[NH:13][C:12]([C@@H:14]3[CH2:18][CH2:17][CH2:16][N:15]3C(OC(C)(C)C)=O)=[N:11][CH:10]=2)=[CH:5][N:4]=1, predict the reaction product. The product is: [ClH:2].[ClH:1].[ClH:2].[Cl:2][C:3]1[N:8]=[CH:7][C:6]([C:9]2[NH:13][C:12]([C@@H:14]3[CH2:18][CH2:17][CH2:16][NH:15]3)=[N:11][CH:10]=2)=[CH:5][N:4]=1. (8) Given the reactants [CH3:1][O:2][C:3]([NH:5][C@H:6]([C:61]1[CH:66]=[CH:65][CH:64]=[CH:63][CH:62]=1)[C:7]([N:9]1[CH2:13][CH2:12][CH2:11][C@H:10]1[C:14]1[NH:15][C:16]([C:19]2[CH:20]=[C:21]3[C:26](=[CH:27][CH:28]=2)[CH:25]=[C:24]([C:29]2[CH:30]=[C:31]4[C:58](=[CH:59][CH:60]=2)[C:35]2[NH:36][C:37]([C@@H:39]5[CH2:43][CH2:42][CH2:41][N:40]5[C:44](=[O:57])[C@@H:45]([NH:52][C:53](=[O:56])[O:54][CH3:55])[CH:46]5[CH2:51][CH2:50][O:49][CH2:48][CH2:47]5)=[N:38][C:34]=2[CH2:33][CH2:32]4)[CH:23]=[CH:22]3)=[CH:17][N:18]=1)=[O:8])=[O:4], predict the reaction product. The product is: [CH3:1][O:2][C:3]([NH:5][C@H:6]([C:61]1[CH:62]=[CH:63][CH:64]=[CH:65][CH:66]=1)[C:7]([N:9]1[CH2:13][CH2:12][CH2:11][C@H:10]1[C:14]1[NH:15][C:16]([C:19]2[CH:20]=[C:21]3[C:26](=[CH:27][CH:28]=2)[CH:25]=[C:24]([C:29]2[CH:30]=[C:31]4[C:58](=[CH:59][CH:60]=2)[C:35]2[NH:36][C:37]([C@@H:39]5[CH2:43][CH2:42][CH2:41][N:40]5[C:44](=[O:57])[C@@H:45]([NH:52][C:53](=[O:56])[O:54][CH3:55])[CH:46]5[CH2:51][CH2:50][O:49][CH2:48][CH2:47]5)=[N:38][C:34]=2[CH:33]=[CH:32]4)[CH:23]=[CH:22]3)=[CH:17][N:18]=1)=[O:8])=[O:4]. (9) Given the reactants C([N:8]1[C:12]([C:13]2[CH:14]=[N:15][C:16]([C:19]3[CH:24]=[CH:23][CH:22]=[CH:21][CH:20]=3)=[N:17][CH:18]=2)=[CH:11][N:10]=[C:9]1[C:25]1[CH:30]=[CH:29][CH:28]=[CH:27][CH:26]=1)C1C=CC=CC=1.C([O-])=O.[NH4+], predict the reaction product. The product is: [C:19]1([C:16]2[N:15]=[CH:14][C:13]([C:12]3[NH:8][C:9]([C:25]4[CH:26]=[CH:27][CH:28]=[CH:29][CH:30]=4)=[N:10][CH:11]=3)=[CH:18][N:17]=2)[CH:24]=[CH:23][CH:22]=[CH:21][CH:20]=1. (10) The product is: [Cl:13][C:12]1[C:7]([C:6]([OH:15])=[O:5])=[CH:8][N:9]=[C:10]([Cl:14])[CH:11]=1. Given the reactants [OH-].[Na+].C([O:5][C:6](=[O:15])[C:7]1[C:12]([Cl:13])=[CH:11][C:10]([Cl:14])=[N:9][CH:8]=1)C.C1COCC1.CO.O.Cl, predict the reaction product.